This data is from Peptide-MHC class I binding affinity with 185,985 pairs from IEDB/IMGT. The task is: Regression. Given a peptide amino acid sequence and an MHC pseudo amino acid sequence, predict their binding affinity value. This is MHC class I binding data. (1) The peptide sequence is ACQEAVKLK. The MHC is HLA-A68:01 with pseudo-sequence HLA-A68:01. The binding affinity (normalized) is 0. (2) The peptide sequence is RNNDPTLPY. The MHC is HLA-A69:01 with pseudo-sequence HLA-A69:01. The binding affinity (normalized) is 0.0847. (3) The peptide sequence is DTLKVCIGY. The MHC is HLA-B15:09 with pseudo-sequence HLA-B15:09. The binding affinity (normalized) is 0.0847. (4) The peptide sequence is IWLKLREVY. The MHC is HLA-A30:02 with pseudo-sequence HLA-A30:02. The binding affinity (normalized) is 0. (5) The peptide sequence is VTDTNKFDNY. The MHC is HLA-A30:02 with pseudo-sequence HLA-A30:02. The binding affinity (normalized) is 0.418. (6) The peptide sequence is IRFPKTFAW. The MHC is Mamu-B17 with pseudo-sequence Mamu-B17. The binding affinity (normalized) is 0.857. (7) The peptide sequence is ALVAFLRFL. The MHC is HLA-A02:01 with pseudo-sequence HLA-A02:01. The binding affinity (normalized) is 0.715.